Dataset: Full USPTO retrosynthesis dataset with 1.9M reactions from patents (1976-2016). Task: Predict the reactants needed to synthesize the given product. (1) The reactants are: Cl[C:2]1[N:7]=[C:6]([O:8][C:9]2[CH:43]=[CH:42][CH:41]=[CH:40][C:10]=2[CH2:11][NH:12][C:13]([NH:15][C:16]2[N:20]([C:21]3[CH:26]=[CH:25][C:24]([CH3:27])=[C:23]([O:28][CH2:29][C:30]4[CH:35]=[CH:34][CH:33]=[CH:32][CH:31]=4)[CH:22]=3)[N:19]=[C:18]([C:36]([CH3:39])([CH3:38])[CH3:37])[CH:17]=2)=[O:14])[CH:5]=[CH:4][N:3]=1.[NH:44]1[CH2:49][CH2:48][O:47][CH2:46][CH2:45]1. Given the product [O:47]1[CH2:48][CH2:49][N:44]([C:2]2[N:7]=[C:6]([O:8][C:9]3[CH:43]=[CH:42][CH:41]=[CH:40][C:10]=3[CH2:11][NH:12][C:13]([NH:15][C:16]3[N:20]([C:21]4[CH:26]=[CH:25][C:24]([CH3:27])=[C:23]([O:28][CH2:29][C:30]5[CH:31]=[CH:32][CH:33]=[CH:34][CH:35]=5)[CH:22]=4)[N:19]=[C:18]([C:36]([CH3:37])([CH3:38])[CH3:39])[CH:17]=3)=[O:14])[CH:5]=[CH:4][N:3]=2)[CH2:45][CH2:46]1, predict the reactants needed to synthesize it. (2) Given the product [CH2:5]([O:4][C:2]([NH:30][C@H:27]1[CH2:26][CH2:25][C@H:24]([C@H:15]([NH:16][C:17]([O:19][C:20]([CH3:23])([CH3:22])[CH3:21])=[O:18])[C:14]([O:13][CH3:12])=[O:31])[CH2:29][CH2:28]1)=[O:3])[C:6]1[CH:11]=[CH:10][CH:9]=[CH:8][CH:7]=1, predict the reactants needed to synthesize it. The reactants are: Cl[C:2]([O:4][CH2:5][C:6]1[CH:11]=[CH:10][CH:9]=[CH:8][CH:7]=1)=[O:3].[CH3:12][O:13][C:14](=[O:31])[C@H:15]([C@H:24]1[CH2:29][CH2:28][C@H:27]([NH2:30])[CH2:26][CH2:25]1)[NH:16][C:17]([O:19][C:20]([CH3:23])([CH3:22])[CH3:21])=[O:18].C(N(C(C)C)CC)(C)C.